From a dataset of Reaction yield outcomes from USPTO patents with 853,638 reactions. Predict the reaction yield, written as a fraction of the theoretical maximum amount of product (1.0 means a 100% yield; for example, 0.34 means a 34% yield). The product is [Cl:1][C:2]1[CH:3]=[C:4]2[C:10]([CH2:11][C:13]3[N:14]([CH2:27][CH3:28])[N:15]=[C:16]([NH:18][CH2:19][C:20]4[CH:21]=[CH:22][C:23]([F:26])=[CH:24][CH:25]=4)[CH:17]=3)=[CH:9][NH:8][C:5]2=[N:6][CH:7]=1. The catalyst is C(#N)C. The reactants are [Cl:1][C:2]1[CH:3]=[C:4]2[C:10]([CH:11]([C:13]3[N:14]([CH2:27][CH3:28])[N:15]=[C:16]([NH:18][CH2:19][C:20]4[CH:25]=[CH:24][C:23]([F:26])=[CH:22][CH:21]=4)[CH:17]=3)O)=[CH:9][N:8]([Si](C(C)C)(C(C)C)C(C)C)[C:5]2=[N:6][CH:7]=1.C([SiH](CC)CC)C.FC(F)(F)C(O)=O. The yield is 0.220.